From a dataset of Catalyst prediction with 721,799 reactions and 888 catalyst types from USPTO. Predict which catalyst facilitates the given reaction. (1) Reactant: [NH2:1][C:2]1[C:3]2[C:4](=[N:12][N:13]([CH2:15][C:16]3[CH:21]=[CH:20][C:19]([O:22][CH3:23])=[CH:18][CH:17]=3)[CH:14]=2)[N:5]=[C:6]([Cl:11])[C:7]=1[C:8]([OH:10])=[O:9].[F:24][C:25]1[C:30](O)=[C:29]([F:32])[C:28]([F:33])=[C:27]([F:34])[C:26]=1[F:35].C1CCC(N=C=NC2CCCCC2)CC1. Product: [F:24][C:25]1[C:30]([O:9][C:8]([C:7]2[C:6]([Cl:11])=[N:5][C:4]3=[N:12][N:13]([CH2:15][C:16]4[CH:21]=[CH:20][C:19]([O:22][CH3:23])=[CH:18][CH:17]=4)[CH:14]=[C:3]3[C:2]=2[NH2:1])=[O:10])=[C:29]([F:32])[C:28]([F:33])=[C:27]([F:34])[C:26]=1[F:35]. The catalyst class is: 31. (2) Reactant: [Cl:1][C:2]1[S:6][C:5]([C:7](Cl)=[O:8])=[N:4][C:3]=1[C:10]1[N:14]2[N:15]=[CH:16][CH:17]=[CH:18][C:13]2=[N:12][CH:11]=1.C(OC(=O)[NH:25][C@H:26]1[CH2:31][CH2:30][CH2:29][C:28]([F:33])([F:32])[C@@H:27]1[NH2:34])(C)(C)C. Product: [NH2:25][C@@H:26]1[C@@H:27]([NH:34][C:7]([C:5]2[S:6][C:2]([Cl:1])=[C:3]([C:10]3[N:14]4[N:15]=[CH:16][CH:17]=[CH:18][C:13]4=[N:12][CH:11]=3)[N:4]=2)=[O:8])[C:28]([F:33])([F:32])[CH2:29][CH2:30][CH2:31]1. The catalyst class is: 4. (3) Reactant: Br[C:2]1[CH:7]=[CH:6][C:5]([S:8]([N:11]2[CH2:28][CH2:27][C:14]3([O:19][CH2:18][C:17](=[O:20])[N:16]([C:21]4([CH2:24][O:25][CH3:26])[CH2:23][CH2:22]4)[CH2:15]3)[CH2:13][CH2:12]2)(=[O:10])=[O:9])=[CH:4][CH:3]=1.CC1(C)C(C)(C)OB([C:37]2[CH:46]=[C:45]3[C:40]([CH:41]=[CH:42][CH:43]=[N:44]3)=[CH:39][CH:38]=2)O1.C(=O)([O-])[O-].[K+].[K+]. Product: [CH3:26][O:25][CH2:24][C:21]1([N:16]2[CH2:15][C:14]3([CH2:27][CH2:28][N:11]([S:8]([C:5]4[CH:6]=[CH:7][C:2]([C:37]5[CH:46]=[C:45]6[C:40]([CH:41]=[CH:42][CH:43]=[N:44]6)=[CH:39][CH:38]=5)=[CH:3][CH:4]=4)(=[O:10])=[O:9])[CH2:12][CH2:13]3)[O:19][CH2:18][C:17]2=[O:20])[CH2:23][CH2:22]1. The catalyst class is: 368. (4) Reactant: C1COCC1.[CH3:6][O:7][C:8]1[CH:9]=[C:10]([CH:14]=[CH:15][C:16]=1[O:17][CH3:18])[C:11](Cl)=[O:12].[CH:19]1([C@@H:25]([NH2:27])[CH3:26])[CH2:24][CH2:23][CH2:22][CH2:21][CH2:20]1.C(N(CC)CC)C. Product: [CH:19]1([C@@H:25]([NH:27][C:11](=[O:12])[C:10]2[CH:14]=[CH:15][C:16]([O:17][CH3:18])=[C:8]([O:7][CH3:6])[CH:9]=2)[CH3:26])[CH2:24][CH2:23][CH2:22][CH2:21][CH2:20]1. The catalyst class is: 13.